This data is from Full USPTO retrosynthesis dataset with 1.9M reactions from patents (1976-2016). The task is: Predict the reactants needed to synthesize the given product. (1) Given the product [C:30]([CH2:32][CH2:33][NH:34][C:21]([C:18]1[CH:19]=[C:20]2[C:15](=[CH:16][C:17]=1[O:24][CH3:25])[N:14]=[CH:13][CH:12]=[C:11]2[O:10][C:9]1[CH:26]=[CH:27][C:6]([NH:5][C:4]([NH:3][CH2:1][CH3:2])=[O:29])=[C:7]([F:28])[CH:8]=1)=[O:23])#[N:31], predict the reactants needed to synthesize it. The reactants are: [CH2:1]([NH:3][C:4](=[O:29])[NH:5][C:6]1[CH:27]=[CH:26][C:9]([O:10][C:11]2[C:20]3[C:15](=[CH:16][C:17]([O:24][CH3:25])=[C:18]([C:21]([OH:23])=O)[CH:19]=3)[N:14]=[CH:13][CH:12]=2)=[CH:8][C:7]=1[F:28])[CH3:2].[C:30]([CH2:32][CH2:33][NH2:34])#[N:31].F[P-](F)(F)(F)(F)F.N1(O[P+](N(C)C)(N(C)C)N(C)C)C2C=CC=CC=2N=N1. (2) Given the product [CH3:61][O:60][C@:36]1([C@@H:45]2[CH2:49][S:48][C:47](=[O:50])[N:46]2[CH2:51][C:52]2[CH:53]=[CH:54][C:55]([O:58][CH3:59])=[CH:56][CH:57]=2)[CH2:35][C@H:34]([O:7][C:6](=[O:8])/[CH:5]=[C:4](/[CH3:3])\[CH2:9][CH2:10][CH:11]=[CH2:12])[CH2:39][C@@H:38]([CH2:40][CH2:41][CH2:42][CH:43]=[CH2:44])[O:37]1, predict the reactants needed to synthesize it. The reactants are: [H-].[Na+].[CH3:3]/[C:4](/[CH2:9][CH2:10][CH:11]=[CH2:12])=[CH:5]/[C:6]([OH:8])=[O:7].C1OCCOCCOCCOCCOC1.FC(F)(F)S(O[C@H:34]1[CH2:39][C@@H:38]([CH2:40][CH2:41][CH2:42][CH:43]=[CH2:44])[O:37][C@@:36]([O:60][CH3:61])([C@@H:45]2[CH2:49][S:48][C:47](=[O:50])[N:46]2[CH2:51][C:52]2[CH:57]=[CH:56][C:55]([O:58][CH3:59])=[CH:54][CH:53]=2)[CH2:35]1)(=O)=O. (3) Given the product [NH:17]1[C:18]2[CH:30]=[CH:29][CH:28]=[CH:27][C:19]=2[NH:20][CH2:21][CH2:15][CH2:16]1, predict the reactants needed to synthesize it. The reactants are: C(N[C@H](C(O)=O)C)(OC(C)(C)C)=O.N[CH:15]1[C:21](=O)[N:20](CC(C)C)[C:19]2[CH:27]=[CH:28][CH:29]=[CH:30][C:18]=2[N:17](CC(C)C)[C:16]1=O.